This data is from Reaction yield outcomes from USPTO patents with 853,638 reactions. The task is: Predict the reaction yield, written as a fraction of the theoretical maximum amount of product (1.0 means a 100% yield; for example, 0.34 means a 34% yield). (1) The reactants are C(O[B:5]1[O:9][C:8]([CH3:11])([CH3:10])[C:7]([CH3:13])([CH3:12])[O:6]1)(C)C.C([Li])CCC.[F:19][C:20]1[CH:25]=[C:24]([O:26][CH:27]([CH3:29])[CH3:28])[CH:23]=[C:22]([F:30])[CH:21]=1. No catalyst specified. The product is [F:19][C:20]1[CH:25]=[C:24]([O:26][CH:27]([CH3:28])[CH3:29])[CH:23]=[C:22]([F:30])[C:21]=1[B:5]1[O:6][C:7]([CH3:12])([CH3:13])[C:8]([CH3:10])([CH3:11])[O:9]1. The yield is 0.990. (2) The yield is 0.530. The reactants are C([O:8][CH2:9][CH2:10][CH2:11][O:12][C:13]1[CH:14]=[CH:15][C:16]([F:32])=[C:17]2[C:22]=1[NH:21][CH:20]=[C:19]([C:23]1[CH:28]=[CH:27][C:26]([O:29][CH3:30])=[CH:25][CH:24]=1)[C:18]2=[O:31])C1C=CC=CC=1. The catalyst is [C].[Pd].C(O)C. The product is [F:32][C:16]1[CH:15]=[CH:14][C:13]([O:12][CH2:11][CH2:10][CH2:9][OH:8])=[C:22]2[C:17]=1[C:18](=[O:31])[C:19]([C:23]1[CH:24]=[CH:25][C:26]([O:29][CH3:30])=[CH:27][CH:28]=1)=[CH:20][NH:21]2. (3) The reactants are [CH:1]1[C:10]2[C:5](=[CH:6][CH:7]=[CH:8][CH:9]=2)[CH:4]=[CH:3][C:2]=1[CH:11]=[CH:12][C:13](=[O:26])[CH:14]=[CH:15][C:16]1[CH:25]=[CH:24][C:23]2[C:18](=[CH:19][CH:20]=[CH:21][CH:22]=2)[CH:17]=1.[CH3:27][NH2:28].O. The catalyst is CN(C)C=O. The product is [CH:17]1[C:18]2[C:23](=[CH:22][CH:21]=[CH:20][CH:19]=2)[CH:24]=[CH:25][C:16]=1[CH:15]1[CH2:14][C:13](=[O:26])[CH2:12][CH:11]([C:2]2[CH:3]=[CH:4][C:5]3[C:10](=[CH:9][CH:8]=[CH:7][CH:6]=3)[CH:1]=2)[N:28]1[CH3:27]. The yield is 0.220. (4) The reactants are [CH2:1]([O:3][C:4]([C:6]1[NH:7][C:8]2[C:13]([C:14]=1[C:15]1[CH:20]=[CH:19][CH:18]=[CH:17][CH:16]=1)=[CH:12][C:11]([O:21]C)=[CH:10][CH:9]=2)=[O:5])[CH3:2].B(Br)(Br)Br.CCO. The catalyst is C(Cl)Cl. The product is [CH2:1]([O:3][C:4]([C:6]1[NH:7][C:8]2[C:13]([C:14]=1[C:15]1[CH:20]=[CH:19][CH:18]=[CH:17][CH:16]=1)=[CH:12][C:11]([OH:21])=[CH:10][CH:9]=2)=[O:5])[CH3:2]. The yield is 0.740. (5) The reactants are [O:1]=[C:2]1[C:7]([CH2:8][C:9]2[CH:14]=[CH:13][C:12]([C:15]3[C:16]([C:21]#[N:22])=[CH:17][CH:18]=[CH:19][CH:20]=3)=[CH:11][CH:10]=2)=[C:6]([CH2:23][CH2:24][CH3:25])[N:5]2[N:26]=[CH:27][N:28]=[C:4]2[N:3]1[CH:29]1[CH2:34][CH2:33][C:32](=O)[CH2:31][CH2:30]1.COC(OC)[N:39]([CH3:41])C.C[N:45](C=O)C.C(OCC)(=O)C. The catalyst is O. The product is [O:1]=[C:2]1[C:7]([CH2:8][C:9]2[CH:14]=[CH:13][C:12]([C:15]3[C:16]([C:21]#[N:22])=[CH:17][CH:18]=[CH:19][CH:20]=3)=[CH:11][CH:10]=2)=[C:6]([CH2:23][CH2:24][CH3:25])[N:5]2[N:26]=[CH:27][N:28]=[C:4]2[N:3]1[CH:29]1[CH2:30][CH2:31][C:32]2[NH:45][N:39]=[CH:41][C:33]=2[CH2:34]1. The yield is 0.710. (6) The reactants are [CH3:1][O:2][C:3]([C:5]1[S:6][C:7]([S:23][CH3:24])=[C:8]([S:10]([C:13]2[CH:21]=[C:20]([Br:22])[C:16]3[N:17]=[CH:18][NH:19][C:15]=3[CH:14]=2)(=[O:12])=[O:11])[CH:9]=1)=[O:4].CI.[C:27]([O-])([O-])=O.[K+].[K+]. The catalyst is CN(C)C=O. The product is [CH3:1][O:2][C:3]([C:5]1[S:6][C:7]([S:23][CH3:24])=[C:8]([S:10]([C:13]2[CH:21]=[C:20]([Br:22])[C:16]3[N:17]=[CH:18][N:19]([CH3:27])[C:15]=3[CH:14]=2)(=[O:11])=[O:12])[CH:9]=1)=[O:4]. The yield is 0.190. (7) The reactants are [CH3:1][S:2](Cl)(=[O:4])=[O:3].[Br:6][C:7]1[CH:8]=[C:9]([N:13]2[C:21]3[CH2:20][CH2:19][NH:18][CH2:17][C:16]=3[C:15]([C:22]([O:24][CH2:25][CH3:26])=[O:23])=[N:14]2)[CH:10]=[CH:11][CH:12]=1.C(N(CC)CC)C. The catalyst is ClCCl. The product is [Br:6][C:7]1[CH:8]=[C:9]([N:13]2[C:21]3[CH2:20][CH2:19][N:18]([S:2]([CH3:1])(=[O:4])=[O:3])[CH2:17][C:16]=3[C:15]([C:22]([O:24][CH2:25][CH3:26])=[O:23])=[N:14]2)[CH:10]=[CH:11][CH:12]=1. The yield is 0.510. (8) The reactants are [C:1]([OH:7])(=O)[CH2:2][CH2:3][C:4]#[CH:5].C1(P(C2C=CC=CC=2)C2C=CC=CC=2)C=CC=CC=1.[N:27]1[CH:32]=[CH:31][CH:30]=[CH:29][C:28]=1[S:33][S:33][C:28]1[CH:29]=[CH:30][CH:31]=[CH:32][N:27]=1. The catalyst is C(Cl)Cl. The product is [N:27]1[CH:32]=[CH:31][CH:30]=[CH:29][C:28]=1[S:33][C:1](=[O:7])[CH2:2][CH2:3][C:4]#[CH:5]. The yield is 0.990. (9) The reactants are C(OC([N:8]1[CH2:12][CH2:11][CH:10]([OH:13])[CH2:9]1)=O)(C)(C)C.C1(P(C2C=CC=CC=2)C2C=CC=CC=2)C=CC=CC=1.[Cl:33][C:34]1[CH:39]=[CH:38][C:37](O)=[CH:36][CH:35]=1.N(C(OCC)=O)=NC(OCC)=O. The catalyst is C1COCC1. The product is [Cl:33][C:34]1[CH:39]=[CH:38][C:37]([O:13][CH:10]2[CH2:11][CH2:12][NH:8][CH2:9]2)=[CH:36][CH:35]=1. The yield is 0.880.